From a dataset of Peptide-MHC class II binding affinity with 134,281 pairs from IEDB. Regression. Given a peptide amino acid sequence and an MHC pseudo amino acid sequence, predict their binding affinity value. This is MHC class II binding data. The peptide sequence is ILVGDNSFVSAISQT. The MHC is HLA-DQA10501-DQB10302 with pseudo-sequence HLA-DQA10501-DQB10302. The binding affinity (normalized) is 0.462.